Dataset: Rat liver microsome stability data. Task: Regression/Classification. Given a drug SMILES string, predict its absorption, distribution, metabolism, or excretion properties. Task type varies by dataset: regression for continuous measurements (e.g., permeability, clearance, half-life) or binary classification for categorical outcomes (e.g., BBB penetration, CYP inhibition). Dataset: rlm. (1) The molecule is CC1(C#N)CCN(c2c(C(=O)N3CCN(S(C)(=O)=O)CC3)cnc3ccc(F)cc23)CC1. The result is 0 (unstable in rat liver microsomes). (2) The compound is O=C(CSc1nnnn1-c1ccc(C2CC2)cc1Cl)Nc1ccc(C#CC2(C(=O)O)CC2)cc1Cl. The result is 1 (stable in rat liver microsomes). (3) The compound is COc1cccc(CNc2ccc(S(=O)(=O)Nc3ccc(N4CCNCC4)cc3)cc2)c1O. The result is 0 (unstable in rat liver microsomes). (4) The compound is Fc1ccc2[nH]cc(CCN3CCN(c4nsc5ccccc45)CC3)c2c1. The result is 1 (stable in rat liver microsomes).